This data is from NCI-60 drug combinations with 297,098 pairs across 59 cell lines. The task is: Regression. Given two drug SMILES strings and cell line genomic features, predict the synergy score measuring deviation from expected non-interaction effect. (1) Drug 1: CN(C)N=NC1=C(NC=N1)C(=O)N. Drug 2: C1=NNC2=C1C(=O)NC=N2. Cell line: SW-620. Synergy scores: CSS=-8.63, Synergy_ZIP=3.98, Synergy_Bliss=1.61, Synergy_Loewe=-3.52, Synergy_HSA=-3.99. (2) Drug 1: CCN(CC)CCCC(C)NC1=C2C=C(C=CC2=NC3=C1C=CC(=C3)Cl)OC. Drug 2: CC1CCCC2(C(O2)CC(NC(=O)CC(C(C(=O)C(C1O)C)(C)C)O)C(=CC3=CSC(=N3)C)C)C. Cell line: SF-295. Synergy scores: CSS=54.5, Synergy_ZIP=2.75, Synergy_Bliss=3.82, Synergy_Loewe=2.72, Synergy_HSA=6.25. (3) Drug 1: CC1=C(C=C(C=C1)NC2=NC=CC(=N2)N(C)C3=CC4=NN(C(=C4C=C3)C)C)S(=O)(=O)N.Cl. Drug 2: CN(C)C1=NC(=NC(=N1)N(C)C)N(C)C. Cell line: MDA-MB-231. Synergy scores: CSS=-2.41, Synergy_ZIP=0.0279, Synergy_Bliss=-2.85, Synergy_Loewe=-10.4, Synergy_HSA=-6.39. (4) Drug 1: C1CN1C2=NC(=NC(=N2)N3CC3)N4CC4. Drug 2: C1=C(C(=O)NC(=O)N1)N(CCCl)CCCl. Cell line: SK-OV-3. Synergy scores: CSS=14.5, Synergy_ZIP=0.267, Synergy_Bliss=4.11, Synergy_Loewe=-3.79, Synergy_HSA=3.54. (5) Drug 1: CC1=C(C=C(C=C1)C(=O)NC2=CC(=CC(=C2)C(F)(F)F)N3C=C(N=C3)C)NC4=NC=CC(=N4)C5=CN=CC=C5. Drug 2: C1C(C(OC1N2C=NC3=C2NC=NCC3O)CO)O. Cell line: NCI-H226. Synergy scores: CSS=3.92, Synergy_ZIP=0.860, Synergy_Bliss=4.29, Synergy_Loewe=2.32, Synergy_HSA=2.57. (6) Drug 1: C1CN1C2=NC(=NC(=N2)N3CC3)N4CC4. Drug 2: N.N.Cl[Pt+2]Cl. Cell line: DU-145. Synergy scores: CSS=80.3, Synergy_ZIP=2.59, Synergy_Bliss=0.942, Synergy_Loewe=-4.14, Synergy_HSA=4.19. (7) Drug 1: CC12CCC3C(C1CCC2=O)CC(=C)C4=CC(=O)C=CC34C. Drug 2: CN(C)C1=NC(=NC(=N1)N(C)C)N(C)C. Cell line: CCRF-CEM. Synergy scores: CSS=57.8, Synergy_ZIP=1.28, Synergy_Bliss=0.0965, Synergy_Loewe=-23.0, Synergy_HSA=-1.83.